From a dataset of Catalyst prediction with 721,799 reactions and 888 catalyst types from USPTO. Predict which catalyst facilitates the given reaction. (1) Reactant: [CH3:1][O:2][C:3](=[O:11])[C:4]1[CH:9]=[CH:8][C:7]([NH2:10])=[CH:6][CH:5]=1.C[O:13][C:14](=O)[CH2:15][C:16](=[O:20])[CH:17]([CH3:19])[CH3:18].C(N)CN. Product: [CH3:18][CH:17]([CH3:19])[C:16](=[O:20])[CH2:15][C:14]([NH:10][C:7]1[CH:8]=[CH:9][C:4]([C:3]([O:2][CH3:1])=[O:11])=[CH:5][CH:6]=1)=[O:13]. The catalyst class is: 133. (2) Reactant: [NH2:1][CH2:2][CH2:3][N:4]([CH3:15])[CH2:5][CH2:6][NH:7][C:8](=[O:14])[O:9][C:10]([CH3:13])([CH3:12])[CH3:11].[Cl:16][C:17]1[CH:37]=[CH:36][C:20]([C:21]([C:23]2[CH:35]=[CH:34][C:26]([O:27][C:28]([CH3:33])([CH3:32])[C:29](O)=[O:30])=[CH:25][CH:24]=2)=[O:22])=[CH:19][CH:18]=1.CCN=C=NCCCN(C)C. Product: [Cl:16][C:17]1[CH:37]=[CH:36][C:20]([C:21]([C:23]2[CH:35]=[CH:34][C:26]([O:27][C:28]([CH3:33])([CH3:32])[C:29]([NH:1][CH2:2][CH2:3][N:4]([CH3:15])[CH2:5][CH2:6][NH:7][C:8](=[O:14])[O:9][C:10]([CH3:11])([CH3:12])[CH3:13])=[O:30])=[CH:25][CH:24]=2)=[O:22])=[CH:19][CH:18]=1. The catalyst class is: 210. (3) Reactant: [CH2:1]([N:8](C)[C:9]1[C:18]2[CH2:17][CH2:16][C:15]([CH3:20])([CH3:19])[CH2:14][C:13]=2[C:12]2[C:21]3[C:22](=[C:24]([NH:28][CH2:29][CH2:30][N:31]4[CH2:36][CH2:35][O:34][CH2:33][CH2:32]4)[N:25]=[CH:26][N:27]=3)[S:23][C:11]=2[N:10]=1)C1C=CC=CC=1.[Cl-].[Al+3].[Cl-].[Cl-]. Product: [CH3:1][NH:8][C:9]1[C:18]2[CH2:17][CH2:16][C:15]([CH3:20])([CH3:19])[CH2:14][C:13]=2[C:12]2[C:21]3[C:22](=[C:24]([NH:28][CH2:29][CH2:30][N:31]4[CH2:36][CH2:35][O:34][CH2:33][CH2:32]4)[N:25]=[CH:26][N:27]=3)[S:23][C:11]=2[N:10]=1. The catalyst class is: 133. (4) Reactant: [OH:1][CH2:2][CH2:3][CH2:4][O:5][C:6]1[CH:13]=[CH:12][C:9]([C:10]#[N:11])=[CH:8][N:7]=1.O[C:15]1[CH:16]=[C:17]2[C:21](=[CH:22][CH:23]=1)[N:20]([CH:24]([CH3:29])[C:25]([O:27][CH3:28])=[O:26])[CH:19]=[CH:18]2.C1(P(C2C=CC=CC=2)C2C=CC=CC=2)C=CC=CC=1.N(C(N1CCCCC1)=O)=NC(N1CCCCC1)=O. Product: [C:10]([C:9]1[CH:12]=[CH:13][C:6]([O:5][CH2:4][CH2:3][CH2:2][O:1][C:15]2[CH:16]=[C:17]3[C:21](=[CH:22][CH:23]=2)[N:20]([CH:24]([CH3:29])[C:25]([O:27][CH3:28])=[O:26])[CH:19]=[CH:18]3)=[N:7][CH:8]=1)#[N:11]. The catalyst class is: 2. (5) Reactant: C([N:8]1[CH2:13][CH2:12][N:11](CC2C=CC=CC=2)[CH2:10][C@@H:9]1[CH2:21][CH2:22][C:23]1[CH:28]=[CH:27][CH:26]=[CH:25][C:24]=1[O:29][CH3:30])C1C=CC=CC=1.C([O-])=O.[NH4+]. Product: [CH3:30][O:29][C:24]1[CH:25]=[CH:26][CH:27]=[CH:28][C:23]=1[CH2:22][CH2:21][C@H:9]1[CH2:10][NH:11][CH2:12][CH2:13][NH:8]1. The catalyst class is: 63. (6) Product: [CH2:8]([O:7][C:1](=[O:6])[CH:2]([Br:22])[C:3](=[O:4])[CH3:5])[C:9]1[CH:10]=[CH:11][CH:12]=[CH:13][CH:14]=1. The catalyst class is: 28. Reactant: [C:1]([O:7][CH2:8][C:9]1[CH:14]=[CH:13][CH:12]=[CH:11][CH:10]=1)(=[O:6])[CH2:2][C:3]([CH3:5])=[O:4].C1C(=O)N([Br:22])C(=O)C1.C([O-])(=O)C.[NH4+]. (7) Reactant: [CH2:1]=[C:2]([C:4]1[CH:5]=[C:6]([CH:9]=[CH:10][CH:11]=1)[C:7]#[N:8])[CH3:3]. Product: [CH:2]([C:4]1[CH:5]=[C:6]([CH:9]=[CH:10][CH:11]=1)[C:7]#[N:8])([CH3:3])[CH3:1]. The catalyst class is: 13. (8) Reactant: [F:1][C:2]1[CH:3]=[C:4]([NH:8][C:9]([C:11]2[NH:12][C:13]3[C:18]([CH:19]=2)=[CH:17][C:16]([CH:20]2[CH2:24][CH2:23][NH:22][CH2:21]2)=[CH:15][CH:14]=3)=[O:10])[CH:5]=[N:6][CH:7]=1.[C:25](=[O:28])([O-])[O-:26].[K+].[K+].Br[CH:32]([CH3:34])[CH3:33]. Product: [F:1][C:2]1[CH:3]=[C:4]([NH:8][C:9]([C:11]2[NH:12][C:13]3[C:18]([CH:19]=2)=[CH:17][C:16]([CH:20]2[CH2:24][CH2:23][N:22]([C:25]([O:26][CH:32]([CH3:34])[CH3:33])=[O:28])[CH2:21]2)=[CH:15][CH:14]=3)=[O:10])[CH:5]=[N:6][CH:7]=1. The catalyst class is: 39. (9) Reactant: [NH2:1][C@@H:2]([CH3:21])[C:3]([NH:5][CH:6]1[CH:12]=[C:11]([C:13]2[CH:18]=[CH:17][CH:16]=[CH:15][CH:14]=2)[CH:10]=[CH:9][N:8]([CH3:19])[C:7]1=[O:20])=[O:4].[OH:22][C@@H:23]([CH:27]([CH3:29])[CH3:28])[C:24](O)=[O:25].O.OC1C2N=NNC=2C=CC=1.C(N(C(C)C)CC)(C)C.Cl.CN(C)CCCN=C=NCC. Product: [OH:22][C@@H:23]([CH:27]([CH3:29])[CH3:28])[C:24]([NH:1][C@H:2]([C:3](=[O:4])[NH:5][C@H:6]1[CH:12]=[C:11]([C:13]2[CH:18]=[CH:17][CH:16]=[CH:15][CH:14]=2)[CH:10]=[CH:9][N:8]([CH3:19])[C:7]1=[O:20])[CH3:21])=[O:25]. The catalyst class is: 4.